From a dataset of Full USPTO retrosynthesis dataset with 1.9M reactions from patents (1976-2016). Predict the reactants needed to synthesize the given product. (1) Given the product [CH:46]1([N:30]([CH2:31][C:32]2[C:40]3[C:35](=[CH:36][CH:37]=[CH:38][CH:39]=3)[N:34]([CH2:41][CH2:42][CH2:43][O:44][CH3:45])[CH:33]=2)[C:29]([C@@H:20]2[CH2:21][C@H:22]([N:24]([CH2:25][CH:26]([CH3:27])[CH3:28])[C:58]([NH:57][CH2:50][C:51]3[CH:56]=[CH:55][CH:54]=[CH:53][CH:52]=3)=[O:59])[CH2:23][NH:18][CH2:19]2)=[O:49])[CH2:48][CH2:47]1, predict the reactants needed to synthesize it. The reactants are: C1C2C(COC([N:18]3[CH2:23][C@@H:22]([NH:24][CH2:25][CH:26]([CH3:28])[CH3:27])[CH2:21][C@@H:20]([C:29](=[O:49])[N:30]([CH:46]4[CH2:48][CH2:47]4)[CH2:31][C:32]4[C:40]5[C:35](=[CH:36][CH:37]=[CH:38][CH:39]=5)[N:34]([CH2:41][CH2:42][CH2:43][O:44][CH3:45])[CH:33]=4)[CH2:19]3)=O)C3C(=CC=CC=3)C=2C=CC=1.[CH2:50]([N:57]=[C:58]=[O:59])[C:51]1[CH:56]=[CH:55][CH:54]=[CH:53][CH:52]=1. (2) Given the product [N:31]([CH2:12][C@H:13]1[CH:22]=[CH:21][C:20]2[C:15](=[C:16]([C:23]3[C:28]([Cl:29])=[CH:27][CH:26]=[CH:25][C:24]=3[Cl:30])[CH:17]=[CH:18][CH:19]=2)[O:14]1)=[N+:32]=[N-:33], predict the reactants needed to synthesize it. The reactants are: CC1C=CC(S(O[CH2:12][C@H:13]2[CH:22]=[CH:21][C:20]3[C:15](=[C:16]([C:23]4[C:28]([Cl:29])=[CH:27][CH:26]=[CH:25][C:24]=4[Cl:30])[CH:17]=[CH:18][CH:19]=3)[O:14]2)(=O)=O)=CC=1.[N-:31]=[N+:32]=[N-:33].[Na+]. (3) The reactants are: [Cl:1][C:2]1[CH:7]=[CH:6][C:5]([C@@H:8]2[NH:13][C:12](=[O:14])[C@H:11]([CH2:15][CH:16]([CH3:18])[CH3:17])[NH:10][CH2:9]2)=[CH:4][CH:3]=1.[C:19]1([C@@H:25]2[CH2:27][C@H:26]2[C:28](O)=[O:29])[CH:24]=[CH:23][CH:22]=[CH:21][CH:20]=1.C([C@@H]1N(C([C@@H]2C[C@H]2C2C=CC=CC=2)=O)C[C@H](CC(C)C)NC1=O)C(C)C. Given the product [Cl:1][C:2]1[CH:3]=[CH:4][C:5]([C@@H:8]2[NH:13][C:12](=[O:14])[C@H:11]([CH2:15][CH:16]([CH3:18])[CH3:17])[N:10]([C:28]([C@@H:26]3[CH2:27][C@H:25]3[C:19]3[CH:24]=[CH:23][CH:22]=[CH:21][CH:20]=3)=[O:29])[CH2:9]2)=[CH:6][CH:7]=1, predict the reactants needed to synthesize it.